The task is: Predict the reactants needed to synthesize the given product.. This data is from Full USPTO retrosynthesis dataset with 1.9M reactions from patents (1976-2016). (1) Given the product [Cl:1][C:2]1[N:7]=[C:6]([CH2:8][OH:9])[CH:5]=[C:4]([CH2:10][O:11][CH2:12][C:13]([F:16])([F:14])[F:15])[N:3]=1, predict the reactants needed to synthesize it. The reactants are: [Cl:1][C:2]1[N:7]=[C:6]([CH:8]=[O:9])[CH:5]=[C:4]([CH2:10][O:11][CH2:12][C:13]([F:16])([F:15])[F:14])[N:3]=1.[BH4-].[Na+].CC(C)=O.C(Cl)(Cl)Cl. (2) Given the product [K+:14].[N:6]1([CH2:5][C:4]([O-:12])=[O:3])[CH2:11][CH2:10][O:9][CH2:8][CH2:7]1, predict the reactants needed to synthesize it. The reactants are: C([O:3][C:4](=[O:12])[CH2:5][N:6]1[CH2:11][CH2:10][O:9][CH2:8][CH2:7]1)C.[OH-].[K+:14]. (3) Given the product [C:1]([C:5]1[C:6]2[CH:12]([C:13]3[CH:18]=[CH:17][CH:16]=[CH:15][C:14]=3[O:19][CH3:20])[N:11]([C:21]3[CH:26]=[CH:25][C:24]([C:27]4[O:38][N:37]=[C:31]([C:32]([O:34][CH2:35][CH3:36])=[O:33])[CH:28]=4)=[CH:23][CH:22]=3)[C:10](=[O:29])[C:7]=2[NH:8][N:9]=1)([CH3:4])([CH3:3])[CH3:2], predict the reactants needed to synthesize it. The reactants are: [C:1]([C:5]1[C:6]2[CH:12]([C:13]3[CH:18]=[CH:17][CH:16]=[CH:15][C:14]=3[O:19][CH3:20])[N:11]([C:21]3[CH:26]=[CH:25][C:24]([C:27]#[CH:28])=[CH:23][CH:22]=3)[C:10](=[O:29])[C:7]=2[NH:8][N:9]=1)([CH3:4])([CH3:3])[CH3:2].Cl[C:31](=[N:37][OH:38])[C:32]([O:34][CH2:35][CH3:36])=[O:33].C(N(CC)CC)C. (4) Given the product [C:1]([O:5][C:6](=[O:22])[C:7]1[CH:12]=[C:11]([CH2:13][Br:23])[CH:10]=[CH:9][C:8]=1[CH2:14][C:15]([O:17][C:18]([CH3:21])([CH3:20])[CH3:19])=[O:16])([CH3:3])([CH3:4])[CH3:2], predict the reactants needed to synthesize it. The reactants are: [C:1]([O:5][C:6](=[O:22])[C:7]1[CH:12]=[C:11]([CH3:13])[CH:10]=[CH:9][C:8]=1[CH2:14][C:15]([O:17][C:18]([CH3:21])([CH3:20])[CH3:19])=[O:16])([CH3:4])([CH3:3])[CH3:2].[Br:23]N1C(=O)CCC1=O.C(OOC(=O)C1C=CC=CC=1)(=O)C1C=CC=CC=1.